Dataset: Full USPTO retrosynthesis dataset with 1.9M reactions from patents (1976-2016). Task: Predict the reactants needed to synthesize the given product. (1) Given the product [CH2:1]([O:3][C:4]([C:6]1[CH:7]=[C:8]([CH:12]2[CH2:17][CH2:16][N:15]([C:18]([O:20][C:21]([CH3:22])([CH3:24])[CH3:23])=[O:19])[CH2:14][CH2:13]2)[CH:9]=[CH:10][CH:11]=1)=[O:5])[CH3:2], predict the reactants needed to synthesize it. The reactants are: [CH2:1]([O:3][C:4]([C:6]1[CH:7]=[C:8]([C:12]2[CH2:13][CH2:14][N:15]([C:18]([O:20][C:21]([CH3:24])([CH3:23])[CH3:22])=[O:19])[CH2:16][CH:17]=2)[CH:9]=[CH:10][CH:11]=1)=[O:5])[CH3:2]. (2) The reactants are: C(O[C:6]([N:8]1[CH2:13][CH2:12][O:11][CH2:10][C@@H:9]1[C:14]1[N:18]2[CH:19]=[C:20]([F:23])[CH:21]=[CH:22][C:17]2=[N:16][N:15]=1)=O)(C)(C)C.C(O)(C(F)(F)F)=O.C=O.C(O[BH-](OC(=O)C)OC(=O)C)(=O)C.[Na+]. Given the product [F:23][C:20]1[CH:21]=[CH:22][C:17]2[N:18]([C:14]([C@H:9]3[CH2:10][O:11][CH2:12][CH2:13][N:8]3[CH3:6])=[N:15][N:16]=2)[CH:19]=1, predict the reactants needed to synthesize it. (3) Given the product [NH2:38][C:35]1[C:23]2[C:24](=[O:34])[N:25]([CH:27]([CH:31]3[CH2:33][CH2:32]3)[CH:28]3[CH2:29][CH2:30]3)[CH:26]=[C:21]([C:17]3[CH:16]=[C:15]([N:11]4[CH2:12][CH2:13][CH2:14][C@@H:10]4[CH2:9][NH:7][CH3:6])[N:19]([CH3:20])[N:18]=3)[C:22]=2[NH:37][N:36]=1, predict the reactants needed to synthesize it. The reactants are: C(O[C:6](=O)[N:7]([CH2:9][C@H:10]1[CH2:14][CH2:13][CH2:12][N:11]1[C:15]1[N:19]([CH3:20])[N:18]=[C:17]([C:21]2[C:22]3[NH:37][N:36]=[C:35]([NH2:38])[C:23]=3[C:24](=[O:34])[N:25]([CH:27]([CH:31]3[CH2:33][CH2:32]3)[CH:28]3[CH2:30][CH2:29]3)[CH:26]=2)[CH:16]=1)C)(C)(C)C.Cl. (4) Given the product [CH2:1]([N:8]1[C:12]2[CH:13]=[CH:14][C:15]3[N:16]([C:17]([CH3:20])=[N:18][N:19]=3)[C:11]=2[CH:10]=[C:9]1[C:21]([NH:46][C@H:47]1[CH2:48][C@H:51]([C:50]#[N:49])[CH2:52]1)=[O:23])[C:2]1[CH:3]=[CH:4][CH:5]=[CH:6][CH:7]=1, predict the reactants needed to synthesize it. The reactants are: [CH2:1]([N:8]1[C:12]2[CH:13]=[CH:14][C:15]3[N:16]([C:17]([CH3:20])=[N:18][N:19]=3)[C:11]=2[CH:10]=[C:9]1[C:21]([OH:23])=O)[C:2]1[CH:7]=[CH:6][CH:5]=[CH:4][CH:3]=1.C(N(CC)C(C)C)(C)C.F[P-](F)(F)(F)(F)F.C[N+](C)=C(N(C)C)ON1[C:48]2[N:49]=[CH:50][CH:51]=[CH:52][C:47]=2[N:46]=N1.FC(F)(F)C(O)=O.N[C@H]1C[C@H](C#N)C1. (5) Given the product [CH3:1][C:2]1[C:3]([N+:12]([O-:14])=[O:13])=[C:4]([CH:9]=[CH:10][CH:11]=1)[C:5]([NH2:15])=[O:6], predict the reactants needed to synthesize it. The reactants are: [CH3:1][C:2]1[C:3]([N+:12]([O-:14])=[O:13])=[C:4]([CH:9]=[CH:10][CH:11]=1)[C:5](OC)=[O:6].[NH3:15]. (6) Given the product [CH2:1]([O:5][C:12]1[CH:13]=[CH:14][C:9]([Cl:8])=[CH:10][C:11]=1[N+:16]([O-:18])=[O:17])[CH2:2][CH:3]=[CH2:4], predict the reactants needed to synthesize it. The reactants are: [CH2:1]([OH:5])[CH2:2][CH:3]=[CH2:4].[H-].[Na+].[Cl:8][C:9]1[CH:14]=[CH:13][C:12](F)=[C:11]([N+:16]([O-:18])=[O:17])[CH:10]=1. (7) Given the product [NH2:7][C:8]1[S:9][C:10]([C:15]2[CH:16]=[N:17][CH:18]=[CH:19][CH:20]=2)=[CH:11][C:12]=1[C:13]#[N:14], predict the reactants needed to synthesize it. The reactants are: C(OC(=O)[NH:7][C:8]1[S:9][C:10]([C:15]2[CH:16]=[N:17][CH:18]=[CH:19][CH:20]=2)=[CH:11][C:12]=1[C:13]#[N:14])(C)(C)C.O1CCOCC1. (8) Given the product [O:14]=[C:12]([N:43]1[C:42]2[C:41](=[CH:54][C:34]([N:32]3[CH:33]=[CH:50][N:49]=[CH:47][C:28]3=[O:27])=[CH:38][CH:46]=2)[CH:40]=[CH:39]1)[CH2:11][CH2:10][NH:9][C:7]([C:5]1[S:6][C:2]([Cl:1])=[CH:3][CH:4]=1)=[O:8], predict the reactants needed to synthesize it. The reactants are: [Cl:1][C:2]1[S:6][C:5]([C:7]([NH:9][CH2:10][CH2:11][C:12]([OH:14])=O)=[O:8])=[CH:4][CH:3]=1.[B-](F)(F)(F)F.CCOC(C(C#N)=N[O:27][C:28]([N:32]([CH3:34])[CH3:33])=[N+](C)C)=O.O[C:38]1[C:46]2N=N[NH:43][C:42]=2[CH:41]=[CH:40][CH:39]=1.[CH2:47]([N:49](CC)[CH2:50]C)C.[CH3:54]N(C=O)C.